Predict the product of the given reaction. From a dataset of Forward reaction prediction with 1.9M reactions from USPTO patents (1976-2016). Given the reactants [CH3:1][N:2]1[C:10]2[C:5](=[CH:6][CH:7]=[CH:8][CH:9]=2)[CH:4]=[CH:3]1.[Cl-].[CH3:12][O:13][C:14]1[CH:25]=[CH:24][CH:23]=[CH:22][C:15]=1[CH:16]=[N+:17]1[CH2:21][CH2:20][CH2:19][CH2:18]1, predict the reaction product. The product is: [CH3:12][O:13][C:14]1[CH:25]=[CH:24][CH:23]=[CH:22][C:15]=1[CH:16]([N:17]1[CH2:21][CH2:20][CH2:19][CH2:18]1)[C:4]1[C:5]2[C:10](=[CH:9][CH:8]=[CH:7][CH:6]=2)[N:2]([CH3:1])[CH:3]=1.